The task is: Regression. Given two drug SMILES strings and cell line genomic features, predict the synergy score measuring deviation from expected non-interaction effect.. This data is from NCI-60 drug combinations with 297,098 pairs across 59 cell lines. (1) Drug 1: C1=CC(=CC=C1CCCC(=O)O)N(CCCl)CCCl. Drug 2: COC1=NC(=NC2=C1N=CN2C3C(C(C(O3)CO)O)O)N. Cell line: HOP-92. Synergy scores: CSS=24.7, Synergy_ZIP=-4.98, Synergy_Bliss=2.88, Synergy_Loewe=2.11, Synergy_HSA=2.19. (2) Synergy scores: CSS=72.5, Synergy_ZIP=20.3, Synergy_Bliss=19.9, Synergy_Loewe=5.58, Synergy_HSA=21.2. Drug 1: CN1CCC(CC1)COC2=C(C=C3C(=C2)N=CN=C3NC4=C(C=C(C=C4)Br)F)OC. Drug 2: CCC1=CC2CC(C3=C(CN(C2)C1)C4=CC=CC=C4N3)(C5=C(C=C6C(=C5)C78CCN9C7C(C=CC9)(C(C(C8N6C)(C(=O)OC)O)OC(=O)C)CC)OC)C(=O)OC.C(C(C(=O)O)O)(C(=O)O)O. Cell line: HCC-2998. (3) Drug 1: CC1=CC2C(CCC3(C2CCC3(C(=O)C)OC(=O)C)C)C4(C1=CC(=O)CC4)C. Drug 2: C(CCl)NC(=O)N(CCCl)N=O. Synergy scores: CSS=12.2, Synergy_ZIP=4.77, Synergy_Bliss=10.4, Synergy_Loewe=7.28, Synergy_HSA=7.58. Cell line: HT29. (4) Drug 1: CC1=CC2C(CCC3(C2CCC3(C(=O)C)OC(=O)C)C)C4(C1=CC(=O)CC4)C. Drug 2: C1=C(C(=O)NC(=O)N1)F. Cell line: CCRF-CEM. Synergy scores: CSS=9.89, Synergy_ZIP=-11.6, Synergy_Bliss=-23.8, Synergy_Loewe=-29.9, Synergy_HSA=-22.5.